Dataset: Reaction yield outcomes from USPTO patents with 853,638 reactions. Task: Predict the reaction yield, written as a fraction of the theoretical maximum amount of product (1.0 means a 100% yield; for example, 0.34 means a 34% yield). (1) The reactants are [C:1]([O:5][C:6]([C:8]1[C:9]([CH3:42])=[C:10]2[C:14](=[CH:15][CH:16]=1)[C@@H:13]([NH:17][C:18]([C:20]1[N:25]3[N:26]=[CH:27][C:28]([NH2:29])=[C:24]3[N:23]=[C:22]([C:30](=[O:41])[NH:31][CH2:32][C:33]3[CH:38]=[CH:37][C:36]([F:39])=[C:35]([F:40])[CH:34]=3)[CH:21]=1)=[O:19])[CH2:12][CH2:11]2)=[O:7])([CH3:4])([CH3:3])[CH3:2].[C:43]1([N:49]=[C:50]=[O:51])[CH:48]=[CH:47][CH:46]=[CH:45][CH:44]=1. The catalyst is C(Cl)Cl. The product is [C:1]([O:5][C:6]([C:8]1[C:9]([CH3:42])=[C:10]2[C:14](=[CH:15][CH:16]=1)[CH:13]([NH:17][C:18]([C:20]1[N:25]3[N:26]=[CH:27][C:28]([NH:29][C:50]([NH:49][C:43]4[CH:48]=[CH:47][CH:46]=[CH:45][CH:44]=4)=[O:51])=[C:24]3[N:23]=[C:22]([C:30](=[O:41])[NH:31][CH2:32][C:33]3[CH:38]=[CH:37][C:36]([F:39])=[C:35]([F:40])[CH:34]=3)[CH:21]=1)=[O:19])[CH2:12][CH2:11]2)=[O:7])([CH3:4])([CH3:3])[CH3:2]. The yield is 0.760. (2) The reactants are C(Cl)(=O)C(Cl)=O.CS(C)=O.[CH2:11]([O:13][C:14]1[CH:15]=[CH:16][C:17]([F:30])=[C:18]([C:20]2[CH:25]=[C:24]([CH3:26])[N:23]=[C:22]([CH2:27][OH:28])[C:21]=2[CH3:29])[CH:19]=1)[CH3:12].C(N(CC)CC)C. The catalyst is C(Cl)Cl. The product is [CH2:11]([O:13][C:14]1[CH:15]=[CH:16][C:17]([F:30])=[C:18]([C:20]2[CH:25]=[C:24]([CH3:26])[N:23]=[C:22]([CH:27]=[O:28])[C:21]=2[CH3:29])[CH:19]=1)[CH3:12]. The yield is 0.672. (3) The reactants are [OH:1][NH:2][C:3]([C:5]1[CH:6]=[C:7]([N:11]2[C:17](=[O:18])[CH2:16][C:15](=[O:19])[NH:14][C:13]3[C:20]4[C:25]([CH:26]=[CH:27][C:12]2=3)=[CH:24][CH:23]=[CH:22][CH:21]=4)[CH:8]=[CH:9][CH:10]=1)=[NH:4].N1C=CC=CC=1.[C:34](Cl)(=O)[O:35]C1C=CC=CC=1.C1CCN2C(=NCCC2)CC1. The catalyst is ClCCl.O. The product is [O:35]=[C:34]1[O:1][N:2]=[C:3]([C:5]2[CH:6]=[C:7]([N:11]3[C:17](=[O:18])[CH2:16][C:15](=[O:19])[NH:14][C:13]4[C:20]5[C:25]([CH:26]=[CH:27][C:12]3=4)=[CH:24][CH:23]=[CH:22][CH:21]=5)[CH:8]=[CH:9][CH:10]=2)[NH:4]1. The yield is 0.520.